This data is from Full USPTO retrosynthesis dataset with 1.9M reactions from patents (1976-2016). The task is: Predict the reactants needed to synthesize the given product. (1) Given the product [Cl:31][C:32]1[CH:37]=[CH:36][C:35]([C:56]2[C:57]([N:62]3[CH2:63][CH2:64][C:65]([OH:72])([C:68]([OH:70])=[O:69])[CH2:66][CH2:67]3)=[N:58][CH:59]=[CH:60][CH:61]=2)=[CH:34][C:33]=1[C:41]([NH:43][CH2:44][C:45]12[CH2:54][CH:49]3[CH2:50][CH:51]([CH2:53][CH:47]([CH2:48]3)[CH2:46]1)[CH2:52]2)=[O:42], predict the reactants needed to synthesize it. The reactants are: ClC1C(C(NCC23CC4CC(CC(C4)C2)C3)=O)=CC(C2C=CC=CC=2C(O)=O)=NC=1.[Cl:31][C:32]1[CH:37]=[CH:36][C:35](B(O)O)=[CH:34][C:33]=1[C:41]([NH:43][CH2:44][C:45]12[CH2:54][CH:49]3[CH2:50][CH:51]([CH2:53][CH:47]([CH2:48]3)[CH2:46]1)[CH2:52]2)=[O:42].Br[C:56]1[C:57]([N:62]2[CH2:67][CH2:66][C:65]([OH:72])([C:68]([O:70]C)=[O:69])[CH2:64][CH2:63]2)=[N:58][CH:59]=[CH:60][CH:61]=1.[OH-].[K+]. (2) Given the product [CH2:1]([O:3][C:4]([C:6]1[N:7]=[C:8]([C:20]2[O:24][CH:23]=[N:22][CH:21]=2)[O:9][CH:10]=1)=[O:5])[CH3:2], predict the reactants needed to synthesize it. The reactants are: [CH2:1]([O:3][C:4]([C:6]1[N:7]=[C:8](Cl)[O:9][CH:10]=1)=[O:5])[CH3:2].CC1(C)C(C)(C)OB([C:20]2[O:24][C:23]([Si](C(C)C)(C(C)C)C(C)C)=[N:22][CH:21]=2)O1.C([O-])([O-])=O.[Na+].[Na+]. (3) The reactants are: Cl[C:2]1[N:7]=[C:6]([NH:8][CH:9]([CH3:11])[CH3:10])[N:5]=[C:4]([NH:12][CH2:13][C:14]#[CH:15])[N:3]=1.Cl.[CH3:17][O:18][NH:19][CH3:20].CON(C)C1N=C(NCCC)N=C(NCC#C)N=1. Given the product [CH:9]([NH:8][C:6]1[N:5]=[C:4]([NH:12][CH2:13][C:14]#[CH:15])[N:3]=[C:2]([N:19]([CH3:20])[O:18][CH3:17])[N:7]=1)([CH3:11])[CH3:10], predict the reactants needed to synthesize it.